Dataset: Forward reaction prediction with 1.9M reactions from USPTO patents (1976-2016). Task: Predict the product of the given reaction. Given the reactants C[O:2][C:3](=[O:16])[CH2:4][O:5][C:6]1[CH:14]=[CH:13][C:12]([SH:15])=[C:11]2[C:7]=1[CH2:8][CH2:9][CH2:10]2.[Cl:17][C:18]1[CH:23]=[CH:22][C:21]([CH2:24][O:25][C:26]2[CH:31]=[CH:30][C:29]([CH2:32]Cl)=[CH:28][CH:27]=2)=[CH:20][C:19]=1[C:34]([F:37])([F:36])[F:35].BrCC1C=CC(Cl)=C(C(F)(F)F)C=1.OCC1C=CC(O)=CC=1.ClCC1(C(F)(F)F)C=CC(OCC2C=CC=CC=2)=CC1, predict the reaction product. The product is: [Cl:17][C:18]1[CH:23]=[CH:22][C:21]([CH2:24][O:25][C:26]2[CH:27]=[CH:28][C:29]([CH2:32][S:15][C:12]3[CH:13]=[CH:14][C:6]([O:5][CH2:4][C:3]([OH:2])=[O:16])=[C:7]4[C:11]=3[CH2:10][CH2:9][CH2:8]4)=[CH:30][CH:31]=2)=[CH:20][C:19]=1[C:34]([F:35])([F:36])[F:37].